Dataset: Forward reaction prediction with 1.9M reactions from USPTO patents (1976-2016). Task: Predict the product of the given reaction. The product is: [C:1]([CH:3]([C:9]1[CH:21]=[CH:20][C:12]([C:13]([O:15][C:16]([CH3:17])([CH3:18])[CH3:19])=[O:14])=[CH:11][CH:10]=1)[C:4]([O:6][CH3:7])=[O:5])#[N:2]. Given the reactants [C:1]([CH2:3][C:4]([O:6][CH3:7])=[O:5])#[N:2].Br[C:9]1[CH:21]=[CH:20][C:12]([C:13]([O:15][C:16]([CH3:19])([CH3:18])[CH3:17])=[O:14])=[CH:11][CH:10]=1.P(C(C)(C)C)(C(C)(C)C)C(C)(C)C, predict the reaction product.